From a dataset of Full USPTO retrosynthesis dataset with 1.9M reactions from patents (1976-2016). Predict the reactants needed to synthesize the given product. (1) Given the product [NH2:1][C:4]1[CH:11]=[C:10]([N:12]2[CH2:16][CH2:15][CH2:14][CH2:13]2)[CH:9]=[CH:8][C:5]=1[C:6]#[N:7], predict the reactants needed to synthesize it. The reactants are: [N+:1]([C:4]1[CH:11]=[C:10]([N:12]2[CH2:16][CH2:15][CH2:14][CH2:13]2)[CH:9]=[CH:8][C:5]=1[C:6]#[N:7])([O-])=O. (2) Given the product [CH3:1][O:2][CH2:3][C:4]1[N:5]=[C:6]([NH:18][CH2:22][C@@H:23]([NH:35][CH2:36][CH2:37][N:38]2[CH2:39][CH2:40][O:41][CH2:42][CH2:43]2)[CH2:24][C:25]2[CH:26]=[CH:27][C:28]([C:31]([F:33])([F:32])[F:34])=[CH:29][CH:30]=2)[S:7][C:8]=1[C:9]1[S:10][C:11]2[CH:12]=[N:13][CH:14]=[CH:15][C:16]=2[N:17]=1, predict the reactants needed to synthesize it. The reactants are: [CH3:1][O:2][CH2:3][C:4]1[N:5]=[C:6]([N:18]([CH2:22][C@@H:23]([NH:35][CH2:36][CH2:37][N:38]2[CH2:43][CH2:42][O:41][CH2:40][CH2:39]2)[CH2:24][C:25]2[CH:30]=[CH:29][C:28]([C:31]([F:34])([F:33])[F:32])=[CH:27][CH:26]=2)C(=O)C)[S:7][C:8]=1[C:9]1[S:10][C:11]2[CH:12]=[N:13][CH:14]=[CH:15][C:16]=2[N:17]=1.C1COCC1.Cl.[OH-].[Na+]. (3) Given the product [CH2:46]([C@@H:53]1[CH2:57][O:56][C:55](=[O:58])[N:54]1[C:59]([C@@H:60]([S:16][C:17]1[CH:27]=[CH:26][C:20]([C:21]([O:23][CH2:24][CH3:25])=[O:22])=[CH:19][C:18]=1[N+:28]([O-:30])=[O:29])[CH2:61][CH2:62][CH2:63][C:64]1[CH:69]=[CH:68][C:67]([O:70][CH3:71])=[CH:66][CH:65]=1)=[O:73])[C:47]1[CH:48]=[CH:49][CH:50]=[CH:51][CH:52]=1, predict the reactants needed to synthesize it. The reactants are: [N+:28]([C:18]1[CH:19]=[C:20]([CH:26]=[CH:27][C:17]=1[S:16][S:16][C:17]1[CH:27]=[CH:26][C:20]([C:21]([O:23][CH2:24][CH3:25])=[O:22])=[CH:19][C:18]=1[N+:28]([O-:30])=[O:29])[C:21]([O:23][CH2:24][CH3:25])=[O:22])([O-:30])=[O:29].SC[C@H]([C@@H](CS)O)O.CN1CCOCC1.[CH2:46]([C@@H:53]1[CH2:57][O:56][C:55](=[O:58])[N:54]1[C:59](=[O:73])[C@H:60](Br)[CH2:61][CH2:62][CH2:63][C:64]1[CH:69]=[CH:68][C:67]([O:70][CH3:71])=[CH:66][CH:65]=1)[C:47]1[CH:52]=[CH:51][CH:50]=[CH:49][CH:48]=1. (4) Given the product [CH2:21]([N:20]([CH2:23][CH3:24])[C:18]([C:17]1[CH:25]=[CH:26][C:14]([C@H:13]([C:27]2[CH:32]=[CH:31][CH:30]=[C:29]([OH:33])[CH:28]=2)[N:7]2[C@@H:6]([CH3:5])[CH2:11][N:10]([CH2:41][C:40]3[CH:43]=[CH:44][C:37]([C:34]([OH:36])=[O:35])=[CH:38][CH:39]=3)[C@H:9]([CH3:12])[CH2:8]2)=[CH:15][CH:16]=1)=[O:19])[CH3:22], predict the reactants needed to synthesize it. The reactants are: C(O)(=O)C.[CH3:5][C@H:6]1[CH2:11][NH:10][C@H:9]([CH3:12])[CH2:8][N:7]1[C@@H:13]([C:27]1[CH:32]=[CH:31][CH:30]=[C:29]([OH:33])[CH:28]=1)[C:14]1[CH:26]=[CH:25][C:17]([C:18]([N:20]([CH2:23][CH3:24])[CH2:21][CH3:22])=[O:19])=[CH:16][CH:15]=1.[C:34]([C:37]1[CH:44]=[CH:43][C:40]([CH:41]=O)=[CH:39][CH:38]=1)([OH:36])=[O:35].C(O[BH-](OC(=O)C)OC(=O)C)(=O)C.[Na+]. (5) The reactants are: C[O:2][C:3](=O)[C@H:4]([OH:21])[C@@H:5]([NH:13][C:14]([O:16][C:17]([CH3:20])([CH3:19])[CH3:18])=[O:15])[CH2:6][C:7]1[CH:12]=[CH:11][CH:10]=[CH:9][CH:8]=1.[BH4-].[Na+].Cl. Given the product [C:17]([O:16][C:14]([NH:13][C@@H:5]([CH2:6][C:7]1[CH:8]=[CH:9][CH:10]=[CH:11][CH:12]=1)[C@@H:4]([OH:21])[CH2:3][OH:2])=[O:15])([CH3:20])([CH3:18])[CH3:19], predict the reactants needed to synthesize it. (6) Given the product [Cl:11][C:12]1[CH:17]=[CH:16][CH:15]=[CH:14][C:13]=1[CH2:18][N:19]1[C:20]([OH:40])=[C:21]([C:36]([NH:10][CH2:9][C:3]2[CH:4]=[CH:5][C:6]([Cl:8])=[CH:7][C:2]=2[Cl:1])=[O:37])[C:22]([OH:35])=[C:23]([C:26]([NH:28][CH2:29][C:30]([OH:32])=[O:31])=[O:27])[C:24]1=[O:25], predict the reactants needed to synthesize it. The reactants are: [Cl:1][C:2]1[CH:7]=[C:6]([Cl:8])[CH:5]=[CH:4][C:3]=1[CH2:9][NH2:10].[Cl:11][C:12]1[CH:17]=[CH:16][CH:15]=[CH:14][C:13]=1[CH2:18][N:19]1[C:24](=[O:25])[C:23]([C:26]([NH:28][CH2:29][C:30]([O:32]CC)=[O:31])=[O:27])=[C:22]([OH:35])[C:21]([C:36](OC)=[O:37])=[C:20]1[OH:40]. (7) Given the product [NH2:1][C:2]1[CH:7]=[CH:6][CH:5]=[CH:4][C:3]=1[NH:8][C:9](=[O:30])[C:10]1[CH:15]=[CH:14][C:13]([CH2:16][NH:17][C:18]2[N:23]=[C:50]([C:49]3[N:44]4[CH:45]=[CH:46][CH:47]=[CH:48][C:43]4=[N:42][C:41]=3[CH3:40])[CH:51]=[CH:20][N:19]=2)=[CH:12][CH:11]=1, predict the reactants needed to synthesize it. The reactants are: [NH2:1][C:2]1[CH:7]=[CH:6][CH:5]=[CH:4][C:3]=1[NH:8][C:9](=[O:30])[C:10]1[CH:15]=[CH:14][C:13]([CH2:16][NH:17][C:18]2[N:23]=C(C3C=NC=CN=3)C=[CH:20][N:19]=2)=[CH:12][CH:11]=1.N1C=CN=CC=1C(=O)C.[CH3:40][C:41]1[N:42]=[C:43]2[CH:48]=[CH:47][CH:46]=[CH:45][N:44]2[C:49]=1[C:50](=O)[CH3:51]. (8) Given the product [Cl:31][C:5]1[O:1][C:2]([C:6]2[CH:7]=[CH:8][C:9]3[O:13][C:12]4[CH:14]=[C:15]([S:18]([NH:21][C@@H:22]([CH:27]([CH3:28])[CH3:29])[C:23]([O:25][CH3:26])=[O:24])(=[O:19])=[O:20])[CH:16]=[CH:17][C:11]=4[C:10]=3[CH:30]=2)=[CH:3][CH:4]=1, predict the reactants needed to synthesize it. The reactants are: [O:1]1[CH:5]=[CH:4][CH:3]=[C:2]1[C:6]1[CH:7]=[CH:8][C:9]2[O:13][C:12]3[CH:14]=[C:15]([S:18]([NH:21][C@@H:22]([CH:27]([CH3:29])[CH3:28])[C:23]([O:25][CH3:26])=[O:24])(=[O:20])=[O:19])[CH:16]=[CH:17][C:11]=3[C:10]=2[CH:30]=1.[Cl:31]N1C(=O)CCC1=O.C(O)(C(F)(F)F)=O.CS(C)=O. (9) The reactants are: [CH2:1]([N:8]1[C:17]2[C:12](=[C:13](Cl)[CH:14]=[CH:15][CH:16]=2)[C:11](=[O:19])[C:10]([CH3:20])=[N:9]1)[C:2]1[CH:7]=[CH:6][CH:5]=[CH:4][CH:3]=1.[F-].[Cs+].C(COC)OC.[CH3:29][C:30]1[CH:35]=[C:34]([CH3:36])[CH:33]=[CH:32][C:31]=1B(O)O. Given the product [CH2:1]([N:8]1[C:17]2[C:12](=[C:13]([C:31]3[CH:32]=[CH:33][C:34]([CH3:36])=[CH:35][C:30]=3[CH3:29])[CH:14]=[CH:15][CH:16]=2)[C:11](=[O:19])[C:10]([CH3:20])=[N:9]1)[C:2]1[CH:7]=[CH:6][CH:5]=[CH:4][CH:3]=1, predict the reactants needed to synthesize it. (10) Given the product [Cl:1][C:2]1[CH:10]=[CH:9][CH:8]=[CH:7][C:3]=1[C:4]([NH:16][NH:15][C:17](=[NH:18])[NH2:19])=[O:5], predict the reactants needed to synthesize it. The reactants are: [Cl:1][C:2]1[CH:10]=[CH:9][CH:8]=[CH:7][C:3]=1[C:4](Cl)=[O:5].C(=O)(O)O.[NH:15]([C:17](=[NH:19])[NH2:18])[NH2:16].ClCCl.